This data is from Retrosynthesis with 50K atom-mapped reactions and 10 reaction types from USPTO. The task is: Predict the reactants needed to synthesize the given product. Given the product CC(C)Oc1cc(OCc2ccccc2)cc(C(=O)Nc2ccn(C)n2)c1, predict the reactants needed to synthesize it. The reactants are: CC(C)Oc1cc(OCc2ccccc2)cc(C(=O)O)c1.Cn1ccc(N)n1.